Dataset: Reaction yield outcomes from USPTO patents with 853,638 reactions. Task: Predict the reaction yield, written as a fraction of the theoretical maximum amount of product (1.0 means a 100% yield; for example, 0.34 means a 34% yield). (1) The reactants are [CH2:1]([O:8][C:9]1[CH:14]=[CH:13][C:12]([C@H:15]2[CH2:17][C@@H:16]2[N+:18]([O-])=O)=[CH:11][CH:10]=1)[C:2]1[CH:7]=[CH:6][CH:5]=[CH:4][CH:3]=1.Cl. The catalyst is CC(O)C.[Zn]. The product is [CH2:1]([O:8][C:9]1[CH:10]=[CH:11][C:12]([C@@H:15]2[CH2:17][C@H:16]2[NH2:18])=[CH:13][CH:14]=1)[C:2]1[CH:3]=[CH:4][CH:5]=[CH:6][CH:7]=1. The yield is 0.700. (2) The reactants are [OH:1][C:2]1[CH:9]=[CH:8][C:5]([C:6]#[N:7])=[CH:4][C:3]=1[CH2:10][CH2:11][CH3:12].[CH2:13](Br)[C:14]1[CH:19]=[CH:18][CH:17]=[CH:16][CH:15]=1.C([O-])([O-])=O.[Cs+].[Cs+]. The catalyst is CN(C=O)C.O. The product is [CH2:13]([O:1][C:2]1[CH:9]=[CH:8][C:5]([C:6]#[N:7])=[CH:4][C:3]=1[CH2:10][CH2:11][CH3:12])[C:14]1[CH:19]=[CH:18][CH:17]=[CH:16][CH:15]=1. The yield is 0.820. (3) The reactants are [F:1][C:2]1[CH:3]=[C:4]2[C:9](=[CH:10][CH:11]=1)[N:8]=[CH:7][CH:6]=[C:5]2[O:12][C:13]1[CH:14]=[C:15]([O:23][CH3:24])[C:16]([CH2:19][C:20](O)=[O:21])=[N:17][CH:18]=1.[NH2:25][C:26]1[CH:30]=[C:29]([CH:31]2[CH2:33][CH2:32]2)[NH:28][N:27]=1. No catalyst specified. The product is [CH:31]1([C:29]2[NH:28][N:27]=[C:26]([NH:25][C:20](=[O:21])[CH2:19][C:16]3[C:15]([O:23][CH3:24])=[CH:14][C:13]([O:12][C:5]4[C:4]5[C:9](=[CH:10][CH:11]=[C:2]([F:1])[CH:3]=5)[N:8]=[CH:7][CH:6]=4)=[CH:18][N:17]=3)[CH:30]=2)[CH2:33][CH2:32]1. The yield is 0.180. (4) The reactants are [Cl:1][C:2]1[CH:43]=[C:42]([S:44](=[O:63])(=[O:62])[N:45](CC2C=CC(OC)=CC=2OC)[C:46]2[S:47][CH:48]=[N:49][N:50]=2)[C:41]([F:64])=[CH:40][C:3]=1[O:4][C:5]1[CH:10]=[CH:9][C:8]([C:11]2[CH:16]=[CH:15][C:14]([C:17]([F:20])([F:19])[F:18])=[CH:13][CH:12]=2)=[CH:7][C:6]=1[C:21]1[CH:26]=[CH:25][N:24]=[C:23]([N:27]2[CH2:32][CH2:31][N:30](C(OC(C)(C)C)=O)[CH2:29][CH2:28]2)[CH:22]=1.Cl. The catalyst is CO.O1CCOCC1. The product is [ClH:1].[Cl:1][C:2]1[C:3]([O:4][C:5]2[CH:10]=[CH:9][C:8]([C:11]3[CH:16]=[CH:15][C:14]([C:17]([F:18])([F:19])[F:20])=[CH:13][CH:12]=3)=[CH:7][C:6]=2[C:21]2[CH:26]=[CH:25][N:24]=[C:23]([N:27]3[CH2:28][CH2:29][NH:30][CH2:31][CH2:32]3)[CH:22]=2)=[CH:40][C:41]([F:64])=[C:42]([S:44]([NH:45][C:46]2[S:47][CH:48]=[N:49][N:50]=2)(=[O:63])=[O:62])[CH:43]=1. The yield is 0.340. (5) The yield is 0.540. The reactants are C([N:4]1[C:12]2[C:7](=[CH:8][CH:9]=[C:10]([O:13][CH3:14])[CH:11]=2)[CH2:6][CH2:5]1)(=O)C.[N+:15]([O-])([OH:17])=[O:16].Cl. The catalyst is C(OC(=O)C)(=O)C. The product is [CH3:14][O:13][C:10]1[CH:11]=[C:12]2[C:7]([CH2:6][CH2:5][NH:4]2)=[CH:8][C:9]=1[N+:15]([O-:17])=[O:16]. (6) The reactants are C[O:2][C:3](=O)[CH2:4][N:5]1[CH2:10][CH2:9][N:8]([C:11]2[CH:16]=[CH:15][C:14]([O:17][CH3:18])=[C:13]([O:19][CH:20]3[CH2:24][CH2:23][CH2:22][CH2:21]3)[CH:12]=2)[CH2:7][C@@H:6]1[CH2:25][C:26]1[CH:31]=[CH:30][CH:29]=[CH:28][CH:27]=1.[H-].[Al+3].[Li+].[H-].[H-].[H-]. The catalyst is C1COCC1. The product is [CH2:25]([C@H:6]1[CH2:7][N:8]([C:11]2[CH:16]=[CH:15][C:14]([O:17][CH3:18])=[C:13]([O:19][CH:20]3[CH2:21][CH2:22][CH2:23][CH2:24]3)[CH:12]=2)[CH2:9][CH2:10][N:5]1[CH2:4][CH2:3][OH:2])[C:26]1[CH:27]=[CH:28][CH:29]=[CH:30][CH:31]=1. The yield is 0.730.